From a dataset of Forward reaction prediction with 1.9M reactions from USPTO patents (1976-2016). Predict the product of the given reaction. (1) Given the reactants C([C:4]([CH3:31])([CH2:15][CH2:16][C:17]1[CH:22]=[CH:21][C:20]([CH2:23][CH2:24][CH2:25][CH2:26][CH2:27][CH2:28][CH2:29][CH3:30])=[CH:19][CH:18]=1)[CH2:5][CH2:6][P:7](=[O:14])([O:11][CH2:12][CH3:13])[O:8][CH2:9][CH3:10])(O)=O.C([N:34]([CH2:37]C)CC)C.ClC(OC)=[O:41].[N-]=[N+]=[N-].[Na+].[CH2:48]([OH:55])[C:49]1[CH:54]=[CH:53][CH:52]=[CH:51][CH:50]=1, predict the reaction product. The product is: [CH2:9]([O:8][P:7]([CH2:6][CH2:5][C:4]([NH:34][C:37]([O:55][CH2:48][C:49]1[CH:54]=[CH:53][CH:52]=[CH:51][CH:50]=1)=[O:41])([CH3:31])[CH2:15][CH2:16][C:17]1[CH:22]=[CH:21][C:20]([CH2:23][CH2:24][CH2:25][CH2:26][CH2:27][CH2:28][CH2:29][CH3:30])=[CH:19][CH:18]=1)(=[O:14])[O:11][CH2:12][CH3:13])[CH3:10]. (2) Given the reactants Cl.[Cl:2][C:3]1[CH:9]=[CH:8][C:7]([O:10][CH3:11])=[CH:6][C:4]=1[NH2:5].C(#N)C.C1CCN2C(=NCCC2)CC1.Cl[C:27]1[C:28]([NH:37][S:38]([C:41]2[CH:46]=[CH:45][CH:44]=[C:43]([N+:47]([O-:49])=[O:48])[CH:42]=2)(=[O:40])=[O:39])=[N:29][C:30]2[C:35]([N:36]=1)=[CH:34][CH:33]=[CH:32][CH:31]=2, predict the reaction product. The product is: [Cl:2][C:3]1[CH:9]=[CH:8][C:7]([O:10][CH3:11])=[CH:6][C:4]=1[NH:5][C:27]1[C:28]([NH:37][S:38]([C:41]2[CH:46]=[CH:45][CH:44]=[C:43]([N+:47]([O-:49])=[O:48])[CH:42]=2)(=[O:39])=[O:40])=[N:29][C:30]2[C:35]([N:36]=1)=[CH:34][CH:33]=[CH:32][CH:31]=2. (3) Given the reactants [Cl:1][C:2]1[N:7]=[C:6]([C:8]2[CH:13]=[C:12]([O:14]C)[CH:11]=[CH:10][C:9]=2[C:16]([F:19])([F:18])[F:17])[N:5]=[C:4]([C:20]2[C:21]([CH3:26])=[N:22][O:23][C:24]=2[CH3:25])[C:3]=1[CH3:27].B(Br)(Br)Br, predict the reaction product. The product is: [Cl:1][C:2]1[C:3]([CH3:27])=[C:4]([C:20]2[C:21]([CH3:26])=[N:22][O:23][C:24]=2[CH3:25])[N:5]=[C:6]([C:8]2[CH:13]=[C:12]([OH:14])[CH:11]=[CH:10][C:9]=2[C:16]([F:17])([F:18])[F:19])[N:7]=1. (4) Given the reactants [CH2:1]([O:8][C:9]([N:11]1[CH2:15][CH2:14][CH:13]([C:16](=[O:21])N(OC)C)[CH2:12]1)=[O:10])[C:2]1[CH:7]=[CH:6][CH:5]=[CH:4][CH:3]=1.[CH3:22][Li], predict the reaction product. The product is: [CH2:1]([O:8][C:9]([N:11]1[CH2:15][CH2:14][CH:13]([C:16](=[O:21])[CH3:22])[CH2:12]1)=[O:10])[C:2]1[CH:3]=[CH:4][CH:5]=[CH:6][CH:7]=1. (5) Given the reactants B(Cl)(Cl)Cl.[Cl:5][C:6]1[CH:15]=[C:14]([Cl:16])[C:13]([O:17]C(C)C)=[C:12]2[C:7]=1[CH:8]=[CH:9][C:10]([C:21]1[CH:26]=[CH:25][CH:24]=[CH:23][N:22]=1)=[N:11]2, predict the reaction product. The product is: [Cl:5][C:6]1[CH:15]=[C:14]([Cl:16])[C:13]([OH:17])=[C:12]2[C:7]=1[CH:8]=[CH:9][C:10]([C:21]1[CH:26]=[CH:25][CH:24]=[CH:23][N:22]=1)=[N:11]2. (6) The product is: [NH2:1][C:2]1[N:7]=[C:6]([NH2:8])[C:5]([O:9][CH2:37][CH2:36][CH2:35][O:34][C:26]2[C:25]3[C:30](=[CH:31][CH:32]=[C:23]([O:22][CH2:21][CH2:20][CH2:19][C:17]([O:16][CH2:14][CH3:15])=[O:18])[CH:24]=3)[N:29]=[C:28]([CH3:33])[CH:27]=2)=[C:4]([CH2:10][CH3:11])[N:3]=1. Given the reactants [NH2:1][C:2]1[N:7]=[C:6]([NH2:8])[C:5]([OH:9])=[C:4]([CH2:10][CH3:11])[N:3]=1.[OH-].[K+].[CH2:14]([O:16][C:17]([CH2:19][CH2:20][CH2:21][O:22][C:23]1[CH:24]=[C:25]2[C:30](=[CH:31][CH:32]=1)[N:29]=[C:28]([CH3:33])[CH:27]=[C:26]2[O:34][CH2:35][CH2:36][CH2:37]Br)=[O:18])[CH3:15], predict the reaction product. (7) Given the reactants [Cl:1][C:2]1[CH:3]=[C:4]2[C:8](=[CH:9][CH:10]=1)[N:7]([S:11]([C:14]1[CH:19]=[CH:18][C:17]([N+:20]([O-])=O)=[CH:16][C:15]=1[O:23][CH3:24])(=[O:13])=[O:12])[C:6](=[O:25])[C:5]2([N:35]1[CH2:44][C@H:43]([OH:45])[CH2:42][C@H:36]1[C:37]([N:39]([CH3:41])[CH3:40])=[O:38])[C:26]1[CH:31]=[C:30]([CH3:32])[CH:29]=[CH:28][C:27]=1[O:33][CH3:34].O, predict the reaction product. The product is: [NH2:20][C:17]1[CH:18]=[CH:19][C:14]([S:11]([N:7]2[C:8]3[C:4](=[CH:3][C:2]([Cl:1])=[CH:10][CH:9]=3)[C:5]([N:35]3[CH2:44][C@H:43]([OH:45])[CH2:42][C@H:36]3[C:37]([N:39]([CH3:41])[CH3:40])=[O:38])([C:26]3[CH:31]=[C:30]([CH3:32])[CH:29]=[CH:28][C:27]=3[O:33][CH3:34])[C:6]2=[O:25])(=[O:12])=[O:13])=[C:15]([O:23][CH3:24])[CH:16]=1. (8) Given the reactants Br[CH:2]([CH:5]1[CH2:9][CH2:8][O:7][CH2:6]1)[CH:3]=O.[Cl:10][C:11]1[C:12]([CH2:17][C:18]([O:20][CH2:21][CH3:22])=[O:19])=[N:13][CH:14]=[CH:15][CH:16]=1.C([O-])(O)=O.[Na+], predict the reaction product. The product is: [Cl:10][C:11]1[C:12]2[N:13]([C:2]([CH:5]3[CH2:9][CH2:8][O:7][CH2:6]3)=[CH:3][C:17]=2[C:18]([O:20][CH2:21][CH3:22])=[O:19])[CH:14]=[CH:15][CH:16]=1. (9) Given the reactants [F:1][C:2]1[C:7]([F:8])=[CH:6][CH:5]=[CH:4][C:3]=1[CH2:9][CH2:10][C:11]([OH:13])=O.[CH3:14][O:15][C:16]1[CH:17]=[C:18]([CH2:24][CH2:25][NH2:26])[CH:19]=[CH:20][C:21]=1[O:22][CH3:23], predict the reaction product. The product is: [F:1][C:2]1[C:7]([F:8])=[CH:6][CH:5]=[CH:4][C:3]=1[CH2:9][CH2:10][C:11]([NH:26][CH2:25][CH2:24][C:18]1[CH:19]=[CH:20][C:21]([O:22][CH3:23])=[C:16]([O:15][CH3:14])[CH:17]=1)=[O:13].